Dataset: NCI-60 drug combinations with 297,098 pairs across 59 cell lines. Task: Regression. Given two drug SMILES strings and cell line genomic features, predict the synergy score measuring deviation from expected non-interaction effect. (1) Drug 1: CCC1(CC2CC(C3=C(CCN(C2)C1)C4=CC=CC=C4N3)(C5=C(C=C6C(=C5)C78CCN9C7C(C=CC9)(C(C(C8N6C)(C(=O)OC)O)OC(=O)C)CC)OC)C(=O)OC)O. Drug 2: CN1C(=O)N2C=NC(=C2N=N1)C(=O)N. Cell line: NCI-H460. Synergy scores: CSS=54.5, Synergy_ZIP=-5.15, Synergy_Bliss=-6.95, Synergy_Loewe=-8.07, Synergy_HSA=-4.38. (2) Drug 1: C1CCC(C1)C(CC#N)N2C=C(C=N2)C3=C4C=CNC4=NC=N3. Drug 2: CC12CCC3C(C1CCC2=O)CC(=C)C4=CC(=O)C=CC34C. Cell line: HCC-2998. Synergy scores: CSS=-0.725, Synergy_ZIP=2.31, Synergy_Bliss=-10.0, Synergy_Loewe=-31.3, Synergy_HSA=-13.2. (3) Drug 1: CC1=C(C(=CC=C1)Cl)NC(=O)C2=CN=C(S2)NC3=CC(=NC(=N3)C)N4CCN(CC4)CCO. Drug 2: COCCOC1=C(C=C2C(=C1)C(=NC=N2)NC3=CC=CC(=C3)C#C)OCCOC.Cl. Cell line: SW-620. Synergy scores: CSS=10.1, Synergy_ZIP=-2.37, Synergy_Bliss=0.830, Synergy_Loewe=-3.83, Synergy_HSA=0.656. (4) Drug 1: C1=CC(=CC=C1CCC2=CNC3=C2C(=O)NC(=N3)N)C(=O)NC(CCC(=O)O)C(=O)O. Drug 2: C1=CC=C(C(=C1)C(C2=CC=C(C=C2)Cl)C(Cl)Cl)Cl. Cell line: A549. Synergy scores: CSS=43.2, Synergy_ZIP=4.00, Synergy_Bliss=5.29, Synergy_Loewe=-35.5, Synergy_HSA=5.84. (5) Drug 1: C1CN1C2=NC(=NC(=N2)N3CC3)N4CC4. Drug 2: N.N.Cl[Pt+2]Cl. Cell line: MDA-MB-231. Synergy scores: CSS=72.1, Synergy_ZIP=-6.41, Synergy_Bliss=-4.12, Synergy_Loewe=-0.102, Synergy_HSA=4.04.